Dataset: Forward reaction prediction with 1.9M reactions from USPTO patents (1976-2016). Task: Predict the product of the given reaction. (1) The product is: [NH2:1][C:4]1[C:12]2[N:11]=[CH:10][N:9]([CH2:13][C:14]([NH:16][C:17]3[CH:22]=[CH:21][CH:20]=[C:19]([C:23]([F:25])([F:26])[F:24])[CH:18]=3)=[O:15])[C:8]=2[CH:7]=[CH:6][CH:5]=1. Given the reactants [N+:1]([C:4]1[C:12]2[N:11]=[CH:10][N:9]([CH2:13][C:14]([NH:16][C:17]3[CH:22]=[CH:21][CH:20]=[C:19]([C:23]([F:26])([F:25])[F:24])[CH:18]=3)=[O:15])[C:8]=2[CH:7]=[CH:6][CH:5]=1)([O-])=O.[Sn](Cl)Cl.C([O-])(O)=O.[Na+], predict the reaction product. (2) The product is: [CH:1]1([N:7]2[C:11]([C:12]3[CH:17]=[CH:16][CH:15]=[CH:14][CH:13]=3)=[C:10]([C:18]3[N:19]=[C:22]([C:23]4[CH:24]=[N:25][CH:26]=[CH:27][CH:28]=4)[O:21][N:20]=3)[CH:9]=[N:8]2)[CH2:2][CH2:3][CH2:4][CH2:5][CH2:6]1. Given the reactants [CH:1]1([N:7]2[C:11]([C:12]3[CH:17]=[CH:16][CH:15]=[CH:14][CH:13]=3)=[C:10]([C:18](=[N:20][OH:21])[NH2:19])[CH:9]=[N:8]2)[CH2:6][CH2:5][CH2:4][CH2:3][CH2:2]1.[C:22](OC)(=O)[C:23]1[CH:28]=[CH:27][CH:26]=[N:25][CH:24]=1, predict the reaction product. (3) Given the reactants [CH2:1]([CH:8]1[CH2:13][CH2:12][N:11]([C:14](=[O:18])[C:15]([OH:17])=O)[CH2:10][CH2:9]1)[C:2]1[CH:7]=[CH:6][CH:5]=[CH:4][CH:3]=1.[NH2:19][C:20]1[CH:21]=[C:22]2[C:26](=[CH:27][CH:28]=1)[CH2:25][CH2:24][CH2:23]2, predict the reaction product. The product is: [CH2:1]([CH:8]1[CH2:9][CH2:10][N:11]([C:14](=[O:18])[C:15]([NH:19][C:20]2[CH:21]=[C:22]3[C:26](=[CH:27][CH:28]=2)[CH2:25][CH2:24][CH2:23]3)=[O:17])[CH2:12][CH2:13]1)[C:2]1[CH:3]=[CH:4][CH:5]=[CH:6][CH:7]=1. (4) Given the reactants C([O:9][C@H:10]1[CH2:15][CH2:14][C@@H:13]([N:16]2[CH2:20][CH2:19][C@@:18]3([CH2:25][CH2:24][CH2:23][NH:22][CH2:21]3)[C:17]2=[O:26])[CH2:12][CH2:11]1)(=O)C1C=CC=CC=1.Cl[C:28]1[N:35]=[CH:34][CH:33]=[CH:32][C:29]=1[C:30]#[N:31].C(N(CC)C(C)C)(C)C.CN1CCCC1=O.[OH-].[Li+], predict the reaction product. The product is: [OH:9][C@@H:10]1[CH2:11][CH2:12][C@H:13]([N:16]2[CH2:20][CH2:19][C@@:18]3([CH2:25][CH2:24][CH2:23][N:22]([C:28]4[N:35]=[CH:34][CH:33]=[CH:32][C:29]=4[C:30]#[N:31])[CH2:21]3)[C:17]2=[O:26])[CH2:14][CH2:15]1. (5) Given the reactants Cl[CH2:2][C:3]([O:5][C:6]([CH3:9])([CH3:8])[CH3:7])=[O:4].[CH3:10][C:11]1[CH:18]=[CH:17][CH:16]=[CH:15][C:12]=1[CH2:13][NH2:14].CCN(CC)CC, predict the reaction product. The product is: [C:6]([O:5][C:3](=[O:4])[CH2:2][NH:14][CH2:13][C:12]1[CH:15]=[CH:16][CH:17]=[CH:18][C:11]=1[CH3:10])([CH3:9])([CH3:8])[CH3:7]. (6) Given the reactants [C:1]([C:3]1[C:8]2[S:9][CH:10]=[CH:11][C:7]=2[C:6]([NH:12][C@H:13]([C@@H:17]([OH:19])[CH3:18])[C:14]([OH:16])=O)=[CH:5][CH:4]=1)#[N:2].[C:20]([NH:28][NH2:29])(=[O:27])[C:21]1[CH:26]=[CH:25][CH:24]=[CH:23][CH:22]=1.C1C=CC2N(O)N=NC=2C=1.C(Cl)CCl.CCN(CC)CC, predict the reaction product. The product is: [C:1]([C:3]1[C:8]2[S:9][CH:10]=[CH:11][C:7]=2[C:6]([NH:12][C@H:13]([C@@H:17]([OH:19])[CH3:18])[C:14]([NH:29][NH:28][C:20](=[O:27])[C:21]2[CH:26]=[CH:25][CH:24]=[CH:23][CH:22]=2)=[O:16])=[CH:5][CH:4]=1)#[N:2]. (7) The product is: [C:1]([C:3]1[CH:11]=[CH:10][C:6]([C:7]([NH2:9])=[O:8])=[CH:5][C:4]=1[NH2:12])#[CH:2]. Given the reactants [C:1]([C:3]1[CH:11]=[CH:10][C:6]([C:7]([NH2:9])=[O:8])=[CH:5][C:4]=1[N+:12]([O-])=O)#[CH:2].[Cl-].[NH4+], predict the reaction product.